Dataset: Catalyst prediction with 721,799 reactions and 888 catalyst types from USPTO. Task: Predict which catalyst facilitates the given reaction. Reactant: [CH3:1][N:2]1[C:6]2=[CH:7][C:8]3[CH2:9][CH2:10][N:11]=[C:12]([CH2:15][CH2:16][CH2:17][CH2:18][CH2:19][CH2:20][CH2:21][CH2:22][CH2:23][CH2:24][CH3:25])[C:13]=3[CH:14]=[C:5]2[O:4][C:3]1=[O:26].[C:27]([C:31]1[CH:36]=[CH:35][C:34]([CH2:37][Br:38])=[CH:33][CH:32]=1)([CH3:30])([CH3:29])[CH3:28]. Product: [Br-:38].[CH3:1][NH+:2]1[C:6]2=[CH:7][C:8]3[CH2:9][CH2:10][N:11]([CH2:37][C:34]4[CH:35]=[CH:36][C:31]([C:27]([CH3:30])([CH3:29])[CH3:28])=[CH:32][CH:33]=4)[CH:12]([CH2:15][CH2:16][CH2:17][CH2:18][CH2:19][CH2:20][CH2:21][CH2:22][CH2:23][CH2:24][CH3:25])[C:13]=3[CH:14]=[C:5]2[O:4][C:3]1=[O:26]. The catalyst class is: 10.